Dataset: Catalyst prediction with 721,799 reactions and 888 catalyst types from USPTO. Task: Predict which catalyst facilitates the given reaction. (1) Reactant: [CH2:1]([C:8]1[CH2:12][CH2:11][C:10](=[O:13])[CH:9]=1)[C:2]1[CH:7]=[CH:6][CH:5]=[CH:4][CH:3]=1.[H-].[Al+3].[Li+].[H-].[H-].[H-].C([O-])([O-])=O.[K+].[K+]. Product: [CH2:1]([C:8]1[CH2:12][CH2:11][CH:10]([OH:13])[CH:9]=1)[C:2]1[CH:7]=[CH:6][CH:5]=[CH:4][CH:3]=1. The catalyst class is: 28. (2) Product: [Cl:8][C:6]1[CH:7]=[C:2]([O:19][C:11]2[CH:12]=[CH:13][C:14]([N+:16]([O-:18])=[O:17])=[CH:15][C:10]=2[F:9])[N:3]=[CH:4][N:5]=1. Reactant: Cl[C:2]1[CH:7]=[C:6]([Cl:8])[N:5]=[CH:4][N:3]=1.[F:9][C:10]1[CH:15]=[C:14]([N+:16]([O-:18])=[O:17])[CH:13]=[CH:12][C:11]=1[OH:19].CN(C=O)C.C(=O)([O-])[O-].[K+].[K+]. The catalyst class is: 6. (3) Reactant: [OH:1][CH2:2][CH2:3][O:4][C:5]1[N:10]=[C:9]([C:11]2[N:16]=[CH:15][CH:14]=[CH:13][N:12]=2)[N:8]=[C:7]([NH:17][S:18]([CH2:21][CH2:22][CH3:23])(=[O:20])=[O:19])[C:6]=1[O:24][C:25]1[CH:30]=[CH:29][CH:28]=[CH:27][C:26]=1[O:31][CH3:32].[H-].[Na+].Cl[C:36]1[N:41]=[CH:40][C:39]([S:42][CH3:43])=[CH:38][N:37]=1.C(O)(=O)CC(CC(O)=O)(C(O)=O)O. Product: [CH3:43][S:42][C:39]1[CH:38]=[N:37][C:36]([O:1][CH2:2][CH2:3][O:4][C:5]2[N:10]=[C:9]([C:11]3[N:16]=[CH:15][CH:14]=[CH:13][N:12]=3)[N:8]=[C:7]([NH:17][S:18]([CH2:21][CH2:22][CH3:23])(=[O:20])=[O:19])[C:6]=2[O:24][C:25]2[CH:30]=[CH:29][CH:28]=[CH:27][C:26]=2[O:31][CH3:32])=[N:41][CH:40]=1. The catalyst class is: 1. (4) Reactant: [C:1]([NH:4][C:5]([CH2:26][CH2:27][CH2:28]Cl)([CH2:13][CH2:14][CH2:15][CH2:16][B:17]1[O:21][C:20]([CH3:23])([CH3:22])[C:19]([CH3:25])([CH3:24])[O:18]1)[C:6]([NH:8][C:9]([CH3:12])([CH3:11])[CH3:10])=[O:7])(=[O:3])[CH3:2].[Na+].[I-].[NH:32]1[CH2:36][CH2:35][CH2:34][CH2:33]1. Product: [C:1]([NH:4][C:5]([CH2:26][CH2:27][CH2:28][N:32]1[CH2:36][CH2:35][CH2:34][CH2:33]1)([CH2:13][CH2:14][CH2:15][CH2:16][B:17]1[O:21][C:20]([CH3:23])([CH3:22])[C:19]([CH3:25])([CH3:24])[O:18]1)[C:6]([NH:8][C:9]([CH3:12])([CH3:11])[CH3:10])=[O:7])(=[O:3])[CH3:2]. The catalyst class is: 47. (5) Reactant: Cl[C:2]1[C:3]([N:14]2[CH2:19][CH2:18][N:17]([C:20]([O:22][C:23]([CH3:26])([CH3:25])[CH3:24])=[O:21])[CH2:16][CH2:15]2)=[N:4][C:5]2[C:10]([N:11]=1)=[CH:9][C:8]([C:12]#[N:13])=[CH:7][CH:6]=2.[N-:27]=[N+:28]=[N-:29].[Na+].C(O)C.O. Product: [C:12]([C:8]1[CH:9]=[C:10]2[C:5]([N:4]=[C:3]([N:14]3[CH2:19][CH2:18][N:17]([C:20]([O:22][C:23]([CH3:26])([CH3:25])[CH3:24])=[O:21])[CH2:16][CH2:15]3)[C:2]3[N:11]2[N:27]=[N:28][N:29]=3)=[CH:6][CH:7]=1)#[N:13]. The catalyst class is: 13. (6) Reactant: Br.[OH:2][C:3]1[CH:12]=[C:11]2[C:6]([CH2:7][CH2:8][NH:9][CH2:10]2)=[CH:5][CH:4]=1.O1CCOCC1.[C:19](O[C:19]([O:21][C:22]([CH3:25])([CH3:24])[CH3:23])=[O:20])([O:21][C:22]([CH3:25])([CH3:24])[CH3:23])=[O:20]. Product: [C:22]([O:21][C:19]([N:9]1[CH2:8][CH2:7][C:6]2[C:11](=[CH:12][C:3]([OH:2])=[CH:4][CH:5]=2)[CH2:10]1)=[O:20])([CH3:25])([CH3:24])[CH3:23]. The catalyst class is: 74.